From a dataset of Forward reaction prediction with 1.9M reactions from USPTO patents (1976-2016). Predict the product of the given reaction. Given the reactants [CH2:1]([S:3]([C:6]1[CH:11]=[CH:10][CH:9]=[CH:8][C:7]=1[C@H:12]([NH:14]C(=O)C(C)(C)C)[CH3:13])(=[O:5])=[O:4])[CH3:2].Cl, predict the reaction product. The product is: [CH2:1]([S:3]([C:6]1[CH:11]=[CH:10][CH:9]=[CH:8][C:7]=1[C@H:12]([NH2:14])[CH3:13])(=[O:5])=[O:4])[CH3:2].